From a dataset of NCI-60 drug combinations with 297,098 pairs across 59 cell lines. Regression. Given two drug SMILES strings and cell line genomic features, predict the synergy score measuring deviation from expected non-interaction effect. Drug 1: CNC(=O)C1=NC=CC(=C1)OC2=CC=C(C=C2)NC(=O)NC3=CC(=C(C=C3)Cl)C(F)(F)F. Drug 2: CCC1(C2=C(COC1=O)C(=O)N3CC4=CC5=C(C=CC(=C5CN(C)C)O)N=C4C3=C2)O.Cl. Synergy scores: CSS=14.5, Synergy_ZIP=-2.71, Synergy_Bliss=-0.576, Synergy_Loewe=-5.48, Synergy_HSA=0.466. Cell line: MCF7.